From a dataset of NCI-60 drug combinations with 297,098 pairs across 59 cell lines. Regression. Given two drug SMILES strings and cell line genomic features, predict the synergy score measuring deviation from expected non-interaction effect. (1) Drug 2: CN(C(=O)NC(C=O)C(C(C(CO)O)O)O)N=O. Drug 1: C(CC(=O)O)C(=O)CN.Cl. Cell line: DU-145. Synergy scores: CSS=24.4, Synergy_ZIP=-4.61, Synergy_Bliss=-0.515, Synergy_Loewe=-3.28, Synergy_HSA=-3.48. (2) Drug 1: CS(=O)(=O)C1=CC(=C(C=C1)C(=O)NC2=CC(=C(C=C2)Cl)C3=CC=CC=N3)Cl. Drug 2: C1CN(P(=O)(OC1)NCCCl)CCCl. Cell line: HOP-62. Synergy scores: CSS=1.90, Synergy_ZIP=-1.16, Synergy_Bliss=-5.61, Synergy_Loewe=-8.95, Synergy_HSA=-7.27. (3) Drug 1: COC1=C(C=C2C(=C1)N=CN=C2NC3=CC(=C(C=C3)F)Cl)OCCCN4CCOCC4. Drug 2: C1=NC(=NC(=O)N1C2C(C(C(O2)CO)O)O)N. Cell line: SF-268. Synergy scores: CSS=15.9, Synergy_ZIP=-3.08, Synergy_Bliss=3.51, Synergy_Loewe=1.59, Synergy_HSA=1.76. (4) Drug 1: C1=CN(C(=O)N=C1N)C2C(C(C(O2)CO)O)O.Cl. Drug 2: C1=NC(=NC(=O)N1C2C(C(C(O2)CO)O)O)N. Cell line: UACC-257. Synergy scores: CSS=17.6, Synergy_ZIP=-2.60, Synergy_Bliss=1.11, Synergy_Loewe=-0.203, Synergy_HSA=0.0451. (5) Drug 1: C1CN1P(=S)(N2CC2)N3CC3. Drug 2: COC1=NC(=NC2=C1N=CN2C3C(C(C(O3)CO)O)O)N. Cell line: KM12. Synergy scores: CSS=-0.206, Synergy_ZIP=0.392, Synergy_Bliss=0.890, Synergy_Loewe=-7.14, Synergy_HSA=-1.23. (6) Drug 1: CNC(=O)C1=NC=CC(=C1)OC2=CC=C(C=C2)NC(=O)NC3=CC(=C(C=C3)Cl)C(F)(F)F. Drug 2: CC1=C(C(=O)C2=C(C1=O)N3CC4C(C3(C2COC(=O)N)OC)N4)N. Cell line: SR. Synergy scores: CSS=58.7, Synergy_ZIP=-1.07, Synergy_Bliss=-1.84, Synergy_Loewe=-27.5, Synergy_HSA=0.0533.